From a dataset of Reaction yield outcomes from USPTO patents with 853,638 reactions. Predict the reaction yield, written as a fraction of the theoretical maximum amount of product (1.0 means a 100% yield; for example, 0.34 means a 34% yield). (1) The catalyst is C(#N)C. The yield is 0.110. The reactants are [Cl:1][C:2]1[CH:19]=[CH:18][C:17]([CH:20]2[C@H:25]([O:26]CC3C=CC=CC=3)[C@@H:24]([O:34]CC3C=CC=CC=3)[C@H:23]([O:42]CC3C=CC=CC=3)[C@@H:22]([CH2:50][O:51]CC3C=CC=CC=3)[O:21]2)=[CH:16][C:3]=1[CH2:4][C:5]1[S:6][C:7]([C:10]2[CH:15]=[CH:14][N:13]=[CH:12][CH:11]=2)=[N:8][N:9]=1.I[Si](C)(C)C. The product is [Cl:1][C:2]1[CH:19]=[CH:18][C:17]([CH:20]2[C@H:25]([OH:26])[C@@H:24]([OH:34])[C@H:23]([OH:42])[C@@H:22]([CH2:50][OH:51])[O:21]2)=[CH:16][C:3]=1[CH2:4][C:5]1[S:6][C:7]([C:10]2[CH:11]=[CH:12][N:13]=[CH:14][CH:15]=2)=[N:8][N:9]=1. (2) The reactants are [CH3:1][C:2]1[C:6]([CH2:7][N:8]2[CH:12]=[C:11]([N:13]3[C:17](=O)[NH:16][NH:15][C:14]3=[O:19])[CH:10]=[N:9]2)=[C:5]([CH3:20])[O:4][N:3]=1.CI.[C:23](=[O:26])([O-])[O-].[Cs+].[Cs+].[C:29](#N)C.CN(C=O)C. The catalyst is Cl. The product is [CH3:1][C:2]1[C:6]([CH2:7][N:8]2[CH:12]=[C:11]([N:13]3[C:14](=[O:19])[N:15]([CH3:29])[N:16]([CH3:17])[C:23]3=[O:26])[CH:10]=[N:9]2)=[C:5]([CH3:20])[O:4][N:3]=1. The yield is 0.800. (3) The reactants are [F:1][C:2]1[CH:3]=[N:4][C:5]2[CH:6]=[CH:7][C:8](=[O:17])[N:9]3[C@@H:14]([CH2:15][OH:16])[CH2:13][O:12][C:11]=1[C:10]=23.[S:18]([O-])(=[O:21])(=[O:20])[CH3:19]. No catalyst specified. The product is [CH3:19][S:18]([O:16][CH2:15][C@@H:14]1[N:9]2[C:10]3[C:11](=[C:2]([F:1])[CH:3]=[N:4][C:5]=3[CH:6]=[CH:7][C:8]2=[O:17])[O:12][CH2:13]1)(=[O:21])=[O:20]. The yield is 0.800. (4) The reactants are [CH2:1]([O:8][C:9]([NH:11][C@@H:12]([CH2:20][C:21]1[CH:26]=[CH:25][C:24]([C:27]2[N:32]=[CH:31][C:30]([Br:33])=[CH:29][N:28]=2)=[CH:23][CH:22]=1)[C:13]([O:15]C(C)(C)C)=[O:14])=[O:10])[C:2]1[CH:7]=[CH:6][CH:5]=[CH:4][CH:3]=1.C(O)(C(F)(F)F)=O. The catalyst is C(Cl)Cl.C1(C)C=CC=CC=1. The product is [CH2:1]([O:8][C:9]([NH:11][C@@H:12]([CH2:20][C:21]1[CH:26]=[CH:25][C:24]([C:27]2[N:32]=[CH:31][C:30]([Br:33])=[CH:29][N:28]=2)=[CH:23][CH:22]=1)[C:13]([OH:15])=[O:14])=[O:10])[C:2]1[CH:7]=[CH:6][CH:5]=[CH:4][CH:3]=1. The yield is 1.00. (5) The reactants are P(Br)(Br)[Br:2].[Br:5][C:6]1[CH:13]=[CH:12][C:9]([CH2:10]O)=[C:8]([O:14][C:15]2[CH:20]=[C:19]([O:21][CH3:22])[CH:18]=[C:17]([O:23][CH3:24])[CH:16]=2)[CH:7]=1. The catalyst is C(Cl)Cl. The product is [Br:5][C:6]1[CH:13]=[CH:12][C:9]([CH2:10][Br:2])=[C:8]([O:14][C:15]2[CH:20]=[C:19]([O:21][CH3:22])[CH:18]=[C:17]([O:23][CH3:24])[CH:16]=2)[CH:7]=1. The yield is 0.840. (6) The reactants are [C:1]([NH:4][C:5]1[S:19][C:8]2[CH2:9][N:10](C(OC(C)(C)C)=O)[CH2:11][C:7]=2[C:6]=1[C:20]1[S:21][C:22]2[CH:28]=[CH:27][CH:26]=[CH:25][C:23]=2[N:24]=1)(=[O:3])[CH3:2].[F:29][C:30]([F:35])([F:34])[C:31]([OH:33])=[O:32]. The catalyst is ClCCl. The product is [F:29][C:30]([F:35])([F:34])[C:31]([O-:33])=[O:32].[C:1]([NH:4][C:5]1[S:19][C:8]2[CH2:9][NH2+:10][CH2:11][C:7]=2[C:6]=1[C:20]1[S:21][C:22]2[CH:28]=[CH:27][CH:26]=[CH:25][C:23]=2[N:24]=1)(=[O:3])[CH3:2]. The yield is 0.950. (7) The reactants are [C:1]([C:4]1[CH:9]=[CH:8][C:7]([CH:10]2[C:14]3[C:15]([CH3:29])=[C:16]([NH:21][C:22](=[O:28])[CH2:23][C:24]([CH3:27])([CH3:26])[CH3:25])[C:17]([CH3:20])=[C:18]([CH3:19])[C:13]=3[O:12][CH2:11]2)=[CH:6][CH:5]=1)(=[O:3])[CH3:2].[CH3:30][Mg]Br. The catalyst is C(OCC)(=O)C.CCCCCC. The product is [OH:3][C:1]([C:4]1[CH:9]=[CH:8][C:7]([CH:10]2[C:14]3[C:15]([CH3:29])=[C:16]([NH:21][C:22](=[O:28])[CH2:23][C:24]([CH3:25])([CH3:27])[CH3:26])[C:17]([CH3:20])=[C:18]([CH3:19])[C:13]=3[O:12][CH2:11]2)=[CH:6][CH:5]=1)([CH3:30])[CH3:2]. The yield is 0.420. (8) The reactants are Cl[C:2]1[N:7]=[C:6]([N:8]2[CH:12]=[CH:11][C:10]([C:13]([F:16])([F:15])[F:14])=[N:9]2)[N:5]=[C:4]([O:17][CH3:18])[CH:3]=1.C([SH:23]1(CCCC)(CCCC)[CH:27]=[C:26]([CH:28]([CH3:30])[CH3:29])[N:25]=[CH:24]1)CCC.[SnH4].C(=O)([O-])[O-].[K+].[K+]. The catalyst is CN(C=O)C.Cl[Pd](Cl)([P](C1C=CC=CC=1)(C1C=CC=CC=1)C1C=CC=CC=1)[P](C1C=CC=CC=1)(C1C=CC=CC=1)C1C=CC=CC=1. The product is [CH3:18][O:17][C:4]1[CH:3]=[C:2]([C:24]2[S:23][CH:27]=[C:26]([CH:28]([CH3:30])[CH3:29])[N:25]=2)[N:7]=[C:6]([N:8]2[CH:12]=[CH:11][C:10]([C:13]([F:16])([F:15])[F:14])=[N:9]2)[N:5]=1. The yield is 0.760.